This data is from Forward reaction prediction with 1.9M reactions from USPTO patents (1976-2016). The task is: Predict the product of the given reaction. (1) Given the reactants [ClH:1].O1CCOCC1.[N:8]1[CH:13]=[CH:12][CH:11]=[C:10]([O:14][CH2:15][CH:16]2[CH2:21][N:20](C(OC(C)(C)C)=O)[CH2:19][CH2:18][N:17]2[C:29]([O:31][CH:32]2[CH2:37][CH2:36][N:35]([C:38](=[O:40])[CH3:39])[CH2:34][CH2:33]2)=[O:30])[CH:9]=1, predict the reaction product. The product is: [ClH:1].[ClH:1].[N:8]1[CH:13]=[CH:12][CH:11]=[C:10]([O:14][CH2:15][CH:16]2[CH2:21][NH:20][CH2:19][CH2:18][N:17]2[C:29]([O:31][CH:32]2[CH2:37][CH2:36][N:35]([C:38](=[O:40])[CH3:39])[CH2:34][CH2:33]2)=[O:30])[CH:9]=1. (2) Given the reactants [C:1]([C:3]1[C:4]([S:20][CH2:21][C:22]([NH2:24])=[O:23])=[N:5][C:6]([S:18][CH3:19])=[N:7][C:8]=1[C:9]1[CH:14]=[CH:13][CH:12]=[C:11]([N+:15]([O-:17])=[O:16])[CH:10]=1)#[N:2].CC[O-].[Na+].Cl, predict the reaction product. The product is: [NH2:2][C:1]1[C:3]2[C:8]([C:9]3[CH:14]=[CH:13][CH:12]=[C:11]([N+:15]([O-:17])=[O:16])[CH:10]=3)=[N:7][C:6]([S:18][CH3:19])=[N:5][C:4]=2[S:20][C:21]=1[C:22]([NH2:24])=[O:23].